Dataset: Catalyst prediction with 721,799 reactions and 888 catalyst types from USPTO. Task: Predict which catalyst facilitates the given reaction. (1) Reactant: Br[C:2]1[CH:3]=[CH:4][C:5]([CH3:9])=[C:6]([CH:8]=1)[NH2:7].O.[CH:11]1(B(O)O)[CH2:13][CH2:12]1.C1(P(C2CCCCC2)C2CCCCC2)CCCCC1.O.P([O-])([O-])([O-])=O.[K+].[K+].[K+]. Product: [CH:11]1([C:2]2[CH:3]=[CH:4][C:5]([CH3:9])=[C:6]([CH:8]=2)[NH2:7])[CH2:13][CH2:12]1. The catalyst class is: 706. (2) Reactant: C[O:2][C:3](=[O:42])[CH2:4][C:5]1[CH:10]=[CH:9][CH:8]=[C:7]([CH2:11][CH2:12][CH2:13][CH2:14][N:15]([CH2:30][C:31]2[CH:36]=[CH:35][CH:34]=[C:33]([C:37]([F:40])([F:39])[F:38])[C:32]=2[Cl:41])[CH2:16][CH:17]([C:24]2[CH:29]=[CH:28][CH:27]=[CH:26][CH:25]=2)[C:18]2[CH:23]=[CH:22][CH:21]=[CH:20][CH:19]=2)[CH:6]=1.[OH-].[Na+].Cl. Product: [Cl:41][C:32]1[C:33]([C:37]([F:38])([F:39])[F:40])=[CH:34][CH:35]=[CH:36][C:31]=1[CH2:30][N:15]([CH2:16][CH:17]([C:18]1[CH:23]=[CH:22][CH:21]=[CH:20][CH:19]=1)[C:24]1[CH:25]=[CH:26][CH:27]=[CH:28][CH:29]=1)[CH2:14][CH2:13][CH2:12][CH2:11][C:7]1[CH:6]=[C:5]([CH2:4][C:3]([OH:42])=[O:2])[CH:10]=[CH:9][CH:8]=1. The catalyst class is: 24. (3) Reactant: B.C1COCC1.[CH2:7]([N:14]([C:19]1[CH:24]=[C:23]([C:25](=[O:28])[CH2:26][Br:27])[CH:22]=[CH:21][C:20]=1[O:29][CH2:30][C:31]1[CH:36]=[CH:35][CH:34]=[CH:33][CH:32]=1)[S:15]([CH3:18])(=[O:17])=[O:16])[C:8]1[CH:13]=[CH:12][CH:11]=[CH:10][CH:9]=1.CO. Product: [CH2:7]([N:14]([C:19]1[CH:24]=[C:23]([C@@H:25]([OH:28])[CH2:26][Br:27])[CH:22]=[CH:21][C:20]=1[O:29][CH2:30][C:31]1[CH:36]=[CH:35][CH:34]=[CH:33][CH:32]=1)[S:15]([CH3:18])(=[O:17])=[O:16])[C:8]1[CH:9]=[CH:10][CH:11]=[CH:12][CH:13]=1. The catalyst class is: 247. (4) Reactant: [F:1][C:2]1[C:8]([F:9])=[C:7](Br)[C:6]([F:11])=[C:5]([F:12])[C:3]=1[NH2:4].[CH3:13][O:14][C:15]1[CH:16]=[C:17](B(O)O)[CH:18]=[CH:19][CH:20]=1.C1(C)C=CC=CC=1P(C1C=CC=CC=1C)C1C=CC=CC=1C.C(=O)([O-])[O-].[K+].[K+]. Product: [F:1][C:2]1[C:8]([F:9])=[C:7]([C:19]2[CH:18]=[CH:17][CH:16]=[C:15]([O:14][CH3:13])[CH:20]=2)[C:6]([F:11])=[C:5]([F:12])[C:3]=1[NH2:4]. The catalyst class is: 848. (5) Product: [Cl:1][C:2]1[C:3]2[N:4]([C:21]([CH2:22][CH:23]3[CH2:25][CH2:24]3)=[N:20][N:19]=2)[N:5]=[CH:6][C:7]=1[NH:8][CH2:9][CH:10]1[CH2:18][C:17]2[C:12](=[CH:13][CH:14]=[CH:15][CH:16]=2)[CH2:11]1. Reactant: [Cl:1][C:2]1[C:7]([NH:8][CH2:9][CH:10]2[CH2:18][C:17]3[C:12](=[CH:13][CH:14]=[CH:15][CH:16]=3)[CH2:11]2)=[CH:6][N:5]=[N:4][C:3]=1[NH:19][NH:20][C:21](=O)[CH2:22][CH:23]1[CH2:25][CH2:24]1.P(Cl)(Cl)(Cl)=O. The catalyst class is: 10.